Predict the reactants needed to synthesize the given product. From a dataset of Full USPTO retrosynthesis dataset with 1.9M reactions from patents (1976-2016). (1) Given the product [CH2:1]([O:6][C:7]1[CH:12]=[C:11]([CH3:13])[C:10]([C:14]2[CH:19]=[CH:18][CH:17]=[C:16]([CH2:20][O:21][C:22]3[CH:23]=[CH:24][C:25]([C:28]4([CH2:32][C:33]([OH:35])=[O:34])[CH2:29][O:30][CH2:31]4)=[CH:26][CH:27]=3)[CH:15]=2)=[C:9]([CH3:38])[CH:8]=1)[CH2:2][CH:3]([CH3:4])[CH3:5], predict the reactants needed to synthesize it. The reactants are: [CH2:1]([O:6][C:7]1[CH:12]=[C:11]([CH3:13])[C:10]([C:14]2[CH:19]=[CH:18][CH:17]=[C:16]([CH2:20][O:21][C:22]3[CH:27]=[CH:26][C:25]([C:28]4([CH2:32][C:33]([O:35]CC)=[O:34])[CH2:31][O:30][CH2:29]4)=[CH:24][CH:23]=3)[CH:15]=2)=[C:9]([CH3:38])[CH:8]=1)[CH2:2][CH:3]([CH3:5])[CH3:4]. (2) Given the product [F:35][C:33]([F:34])([F:36])[CH:29]1[CH2:30][CH2:31][CH2:32][N:27]([C:25]([C:24]2[CH:23]=[CH:22][C:20]([NH:21][C:2]3[C:12]4[CH:11]=[C:10]([C:13]([O:15][CH3:16])=[O:14])[CH2:9][CH2:8][NH:7][C:6]=4[N:5]=[CH:4][N:3]=3)=[CH:19][C:18]=2[Cl:17])=[O:26])[CH2:28]1, predict the reactants needed to synthesize it. The reactants are: Cl[C:2]1[C:12]2[CH:11]=[C:10]([C:13]([O:15][CH3:16])=[O:14])[CH2:9][CH2:8][NH:7][C:6]=2[N:5]=[CH:4][N:3]=1.[Cl:17][C:18]1[CH:19]=[C:20]([CH:22]=[CH:23][C:24]=1[C:25]([N:27]1[CH2:32][CH2:31][CH2:30][CH:29]([C:33]([F:36])([F:35])[F:34])[CH2:28]1)=[O:26])[NH2:21].[Cl-].[NH+]1C=CC=CC=1.C(=O)([O-])O.[Na+]. (3) Given the product [Cl:8][C:6]1[CH:5]=[C:4]([N:9]2[CH:13]=[C:12]([C:14]3[CH:19]=[CH:18][CH:17]=[CH:16][N:15]=3)[CH:11]=[N:10]2)[CH:3]=[C:2]([C:22]2[CH:21]=[N:20][CH:25]=[CH:24][CH:23]=2)[CH:7]=1, predict the reactants needed to synthesize it. The reactants are: Br[C:2]1[CH:3]=[C:4]([N:9]2[CH:13]=[C:12]([C:14]3[CH:19]=[CH:18][CH:17]=[CH:16][N:15]=3)[CH:11]=[N:10]2)[CH:5]=[C:6]([Cl:8])[CH:7]=1.[N:20]1[CH:25]=[CH:24][CH:23]=[C:22](B(O)O)[CH:21]=1.C(=O)([O-])[O-].[K+].[K+].CO. (4) Given the product [CH3:1][O:2][C:3]1[S:7][C:6]2=[N:8][C:9]([C:11]3[O:12][C:13]4[CH:19]=[CH:18][CH:17]=[C:16]([O:20][CH2:51][C:49]5[N:50]=[C:46]([C:40]6[CH:41]=[CH:42][CH:43]=[CH:44][CH:45]=6)[S:47][CH:48]=5)[C:14]=4[CH:15]=3)=[CH:10][N:5]2[N:4]=1, predict the reactants needed to synthesize it. The reactants are: [CH3:1][O:2][C:3]1[S:7][C:6]2=[N:8][C:9]([C:11]3[O:12][C:13]4[C:14](=[C:16]([OH:20])[CH:17]=[CH:18][CH:19]=4)[CH:15]=3)=[CH:10][N:5]2[N:4]=1.C1(P(C2C=CC=CC=2)C2C=CC=CC=2)C=CC=CC=1.[C:40]1([C:46]2[S:47][CH:48]=[C:49]([CH2:51]O)[N:50]=2)[CH:45]=[CH:44][CH:43]=[CH:42][CH:41]=1.N(C(OC(C)C)=O)=NC(OC(C)C)=O. (5) Given the product [CH:1]1([CH2:7][CH:8]([CH2:9][C:10]([N:48]2[CH2:53][CH2:52][O:51][CH2:50][CH2:49]2)=[O:12])[C:13]([N:15]2[CH:19]([CH:20]([CH3:22])[CH3:21])[CH2:18][O:17][C:16]2=[O:23])=[O:14])[CH2:2][CH2:3][CH2:4][CH2:5][CH2:6]1, predict the reactants needed to synthesize it. The reactants are: [CH:1]1([CH2:7][CH:8]([C:13]([N:15]2[CH:19]([CH:20]([CH3:22])[CH3:21])[CH2:18][O:17][C:16]2=[O:23])=[O:14])[CH2:9][C:10]([OH:12])=O)[CH2:6][CH2:5][CH2:4][CH2:3][CH2:2]1.CN(C(ON1N=NC2C=CC=CC1=2)=[N+](C)C)C.F[P-](F)(F)(F)(F)F.[NH:48]1[CH2:53][CH2:52][O:51][CH2:50][CH2:49]1.CN1CCOCC1. (6) Given the product [CH:40]1[C:41]2[C:46](=[CH:45][CH:44]=[CH:43][CH:42]=2)[CH:47]=[CH:48][C:39]=1[S:36]([N:12]1[CH2:13][C@H:14]([S:16][C:17]([C:18]2[CH:19]=[CH:20][CH:21]=[CH:22][CH:23]=2)([C:24]2[CH:25]=[CH:26][CH:27]=[CH:28][CH:29]=2)[C:30]2[CH:35]=[CH:34][CH:33]=[CH:32][CH:31]=2)[CH2:15][C@H:11]1[CH2:9][OH:8])(=[O:38])=[O:37].[SH:16][C@H:14]1[CH2:13][N:12]([S:36]([C:39]2[CH:48]=[CH:47][C:46]3[C:41](=[CH:42][CH:43]=[CH:44][CH:45]=3)[CH:40]=2)(=[O:38])=[O:37])[C@@H:11]([CH2:9][OH:8])[CH2:15]1, predict the reactants needed to synthesize it. The reactants are: [H-].[H-].[H-].[H-].[Li+].[Al+3].C[O:8][C:9]([C@@H:11]1[CH2:15][C@@H:14]([S:16][C:17]([C:30]2[CH:35]=[CH:34][CH:33]=[CH:32][CH:31]=2)([C:24]2[CH:29]=[CH:28][CH:27]=[CH:26][CH:25]=2)[C:18]2[CH:23]=[CH:22][CH:21]=[CH:20][CH:19]=2)[CH2:13][N:12]1[S:36]([C:39]1[CH:48]=[CH:47][C:46]2[C:41](=[CH:42][CH:43]=[CH:44][CH:45]=2)[CH:40]=1)(=[O:38])=[O:37])=O.C(Cl)Cl.CCOC(C)=O. (7) Given the product [C:1]1([P:7]([C:9]2[CH:14]=[CH:13][CH:12]=[CH:11][CH:10]=2)([N:18]2[CH2:23][CH2:22][CH:21]([CH2:24][CH2:25][CH2:26][CH2:27][NH:28][C:29](=[O:38])[CH:30]=[CH:31][C:32]3[CH:33]=[N:34][CH:35]=[CH:36][CH:37]=3)[CH2:20][CH2:19]2)=[O:8])[CH:6]=[CH:5][CH:4]=[CH:3][CH:2]=1, predict the reactants needed to synthesize it. The reactants are: [C:1]1([P:7](Cl)([C:9]2[CH:14]=[CH:13][CH:12]=[CH:11][CH:10]=2)=[O:8])[CH:6]=[CH:5][CH:4]=[CH:3][CH:2]=1.Cl.Cl.[NH:18]1[CH2:23][CH2:22][CH:21]([CH2:24][CH2:25][CH2:26][CH2:27][NH:28][C:29](=[O:38])[CH:30]=[CH:31][C:32]2[CH:33]=[N:34][CH:35]=[CH:36][CH:37]=2)[CH2:20][CH2:19]1.C1(N)C(F)=C(F)C(F)=C(N)C=1F.Cl.Cl.